Dataset: Full USPTO retrosynthesis dataset with 1.9M reactions from patents (1976-2016). Task: Predict the reactants needed to synthesize the given product. Given the product [CH2:7]([N:5]1[N:4]=[N:3][C:2]([NH:1][C:25]([CH:16]2[C:15]3[CH:14]=[CH:13][CH:12]=[C:11]([O:10][CH3:9])[C:24]=3[O:23][C:22]3[C:17]2=[CH:18][CH:19]=[CH:20][CH:21]=3)=[O:26])=[N:6]1)[CH3:8], predict the reactants needed to synthesize it. The reactants are: [NH2:1][C:2]1[N:3]=[N:4][N:5]([CH2:7][CH3:8])[N:6]=1.[CH3:9][O:10][C:11]1[C:24]2[O:23][C:22]3[C:17](=[CH:18][CH:19]=[CH:20][CH:21]=3)[CH:16]([C:25](Cl)=[O:26])[C:15]=2[CH:14]=[CH:13][CH:12]=1.